Dataset: Full USPTO retrosynthesis dataset with 1.9M reactions from patents (1976-2016). Task: Predict the reactants needed to synthesize the given product. (1) The reactants are: F[C:2]1[CH:9]=[CH:8][CH:7]=[CH:6][C:3]=1[C:4]#[N:5].[CH2:10]1[C:19]2[C:14](=[CH:15][CH:16]=[CH:17][CH:18]=2)[CH2:13][CH2:12][NH:11]1. Given the product [CH2:10]1[C:19]2[C:14](=[CH:15][CH:16]=[CH:17][CH:18]=2)[CH2:13][CH2:12][N:11]1[C:2]1[CH:9]=[CH:8][CH:7]=[CH:6][C:3]=1[C:4]#[N:5], predict the reactants needed to synthesize it. (2) The reactants are: Cl[C:2]1[C:7]([CH:8]=[O:9])=[C:6]([Cl:10])[N:5]=[CH:4][N:3]=1.[NH:11]1[CH2:14][CH2:13][CH2:12]1. Given the product [N:11]1([C:2]2[C:7]([CH:8]=[O:9])=[C:6]([Cl:10])[N:5]=[CH:4][N:3]=2)[CH2:14][CH2:13][CH2:12]1, predict the reactants needed to synthesize it. (3) Given the product [CH3:35][N:39]([CH3:38])[C@H:3]1[CH2:8][CH2:7][C@H:6]([N:9]([CH2:33][CH3:34])[C:10]2[C:25]3[CH2:24][CH:23]=[CH:22][CH2:21][CH2:20][C:19]4[CH:26]=[C:27]([CH3:31])[NH:28][C:29](=[O:30])[C:18]=4[CH2:17][NH:16][C:15](=[O:32])[C:14]=3[CH:13]=[CH:12][CH:11]=2)[CH2:5][CH2:4]1, predict the reactants needed to synthesize it. The reactants are: Cl.N[C@H:3]1[CH2:8][CH2:7][C@H:6]([N:9]([CH2:33][CH3:34])[C:10]2[C:25]3[CH2:24][CH:23]=[CH:22][CH2:21][CH2:20][C:19]4[CH:26]=[C:27]([CH3:31])[NH:28][C:29](=[O:30])[C:18]=4[CH2:17][NH:16][C:15](=[O:32])[C:14]=3[CH:13]=[CH:12][CH:11]=2)[CH2:5][CH2:4]1.[CH2:35]=O.[BH3-][C:38]#[N:39].[Na+]. (4) Given the product [N:1]1([NH:10][C:11]([C:13]2[CH:14]=[N:15][C:16]([C:19]3[CH:24]=[CH:23][CH:22]=[CH:21][N:20]=3)=[N:17][CH:18]=2)=[O:12])[C:9]2[C:4](=[CH:5][CH:6]=[CH:7][CH:8]=2)[CH:3]=[CH:2]1, predict the reactants needed to synthesize it. The reactants are: [N:1]1([NH:10][C:11]([C:13]2[CH:14]=[N:15][C:16]([C:19]3[CH:24]=[CH:23][CH:22]=[CH:21][N:20]=3)=[N:17][CH:18]=2)=[O:12])[C:9]2[C:4](=[CH:5][CH:6]=[CH:7][CH:8]=2)[CH2:3][CH2:2]1. (5) The reactants are: [CH3:1][O:2][C:3]1[CH:41]=[C:40]([O:42][CH3:43])[CH:39]=[CH:38][C:4]=1[CH2:5][N:6]([CH2:27][C:28]1[CH:33]=[CH:32][C:31]([O:34][CH3:35])=[CH:30][C:29]=1[O:36][CH3:37])[C:7]1[NH:12][C:11](=[S:13])[N:10]([C:14]2[CH:19]=[CH:18][C:17]([O:20][CH2:21][C:22]([F:25])([F:24])[F:23])=[CH:16][CH:15]=2)[C:9](=[O:26])[CH:8]=1.C(=O)([O-])O.[Na+].I[CH2:50][CH3:51]. Given the product [CH3:37][O:36][C:29]1[CH:30]=[C:31]([O:34][CH3:35])[CH:32]=[CH:33][C:28]=1[CH2:27][N:6]([CH2:5][C:4]1[CH:38]=[CH:39][C:40]([O:42][CH3:43])=[CH:41][C:3]=1[O:2][CH3:1])[C:7]1[N:12]=[C:11]([S:13][CH2:50][CH3:51])[N:10]([C:14]2[CH:19]=[CH:18][C:17]([O:20][CH2:21][C:22]([F:24])([F:23])[F:25])=[CH:16][CH:15]=2)[C:9](=[O:26])[CH:8]=1, predict the reactants needed to synthesize it. (6) Given the product [Br:36][C:59]1[CH:54]=[N:55][C:56]([C:60]([N:21]2[CH2:22][CH2:23][N:18]([S:15]([C:13]3[S:12][C:11]4[CH:28]=[C:7]([Cl:6])[CH:8]=[CH:9][C:10]=4[CH:14]=3)(=[O:17])=[O:16])[CH2:19][CH:20]2[CH2:24][CH:25]([CH3:26])[CH3:27])=[O:62])=[N:57][CH:58]=1, predict the reactants needed to synthesize it. The reactants are: CN(C)C=O.[Cl:6][C:7]1[CH:8]=[CH:9][C:10]2[CH:14]=[C:13]([S:15]([N:18]3[CH2:23][CH2:22][NH:21][CH:20]([CH2:24][CH:25]([CH3:27])[CH3:26])[CH2:19]3)(=[O:17])=[O:16])[S:12][C:11]=2[CH:28]=1.F[P-](F)(F)(F)(F)F.[Br:36][P+](N1CCCC1)(N1CCCC1)N1CCCC1.Br[C:54]1[CH:59]=[CH:58][N:57]=[C:56]([C:60]([OH:62])=O)[N:55]=1. (7) Given the product [CH2:1]([O:8][C:9]1[CH:10]=[CH:11][C:12]([CH2:15][C@H:16]([O:20][CH2:21][CH3:22])[C:17]([NH:45][C@H:42]([C:39]2[CH:40]=[CH:41][CH:36]=[CH:37][CH:38]=2)[CH2:43][OH:44])=[O:19])=[CH:13][CH:14]=1)[C:2]1[CH:3]=[CH:4][CH:5]=[CH:6][CH:7]=1.[CH2:1]([O:8][C:9]1[CH:14]=[CH:13][C:12]([CH2:15][C@@H:16]([O:20][CH2:21][CH3:22])[C:17]([NH:45][C@H:42]([C:39]2[CH:40]=[CH:41][CH:36]=[CH:37][CH:38]=2)[CH2:43][OH:44])=[O:18])=[CH:11][CH:10]=1)[C:2]1[CH:3]=[CH:4][CH:5]=[CH:6][CH:7]=1, predict the reactants needed to synthesize it. The reactants are: [CH2:1]([O:8][C:9]1[CH:14]=[CH:13][C:12]([CH2:15][CH:16]([O:20][CH2:21][CH3:22])[C:17]([OH:19])=[O:18])=[CH:11][CH:10]=1)[C:2]1[CH:7]=[CH:6][CH:5]=[CH:4][CH:3]=1.C(Cl)CCl.C(N(C(C)C)CC)(C)C.[CH:36]1[CH:41]=[CH:40][C:39]([CH:42]([NH2:45])[CH2:43][OH:44])=[CH:38][CH:37]=1. (8) Given the product [NH2:16][C:13]1[CH:14]=[CH:15][N:11]([CH2:10][C:9]([NH:8][C:4]2[CH:5]=[CH:6][CH:7]=[C:2]([F:1])[CH:3]=2)=[O:19])[N:12]=1, predict the reactants needed to synthesize it. The reactants are: [F:1][C:2]1[CH:3]=[C:4]([NH:8][C:9](=[O:19])[CH2:10][N:11]2[CH:15]=[CH:14][C:13]([N+:16]([O-])=O)=[N:12]2)[CH:5]=[CH:6][CH:7]=1. (9) Given the product [F:17][C:14]1[CH:15]=[CH:16][C:11]([N:1]2[C:5]3[CH:6]=[CH:7][N:8]=[CH:9][C:4]=3[N:3]=[CH:2]2)=[N:12][CH:13]=1, predict the reactants needed to synthesize it. The reactants are: [N:1]1[C:5]2[CH:6]=[CH:7][N:8]=[CH:9][C:4]=2[NH:3][CH:2]=1.Br[C:11]1[CH:16]=[CH:15][C:14]([F:17])=[CH:13][N:12]=1.OC1C=CC=C2C=1N=CC=C2.C([O-])([O-])=O.[Cs+].[Cs+]. (10) Given the product [CH3:22][N:23]1[CH:27]=[C:26]([C:8]2[CH:9]=[C:10]3[CH:16]=[CH:15][NH:14][C:11]3=[N:12][CH:13]=2)[CH:25]=[N:24]1, predict the reactants needed to synthesize it. The reactants are: C1(N[C:8]2[CH:9]=[C:10]3[CH:16]=[CH:15][NH:14][C:11]3=[N:12][CH:13]=2)C=CC=CC=1.O1CCCC1.[CH3:22][N:23]1[CH:27]=[C:26](B2OC(C)(C)C(C)(C)O2)[CH:25]=[N:24]1.